Dataset: NCI-60 drug combinations with 297,098 pairs across 59 cell lines. Task: Regression. Given two drug SMILES strings and cell line genomic features, predict the synergy score measuring deviation from expected non-interaction effect. (1) Drug 1: CCC1=CC2CC(C3=C(CN(C2)C1)C4=CC=CC=C4N3)(C5=C(C=C6C(=C5)C78CCN9C7C(C=CC9)(C(C(C8N6C)(C(=O)OC)O)OC(=O)C)CC)OC)C(=O)OC.C(C(C(=O)O)O)(C(=O)O)O. Drug 2: C1=C(C(=O)NC(=O)N1)F. Cell line: TK-10. Synergy scores: CSS=36.3, Synergy_ZIP=3.17, Synergy_Bliss=2.91, Synergy_Loewe=8.93, Synergy_HSA=9.74. (2) Drug 1: C1=NC2=C(N=C(N=C2N1C3C(C(C(O3)CO)O)O)F)N. Drug 2: C1CC(=O)NC(=O)C1N2C(=O)C3=CC=CC=C3C2=O. Cell line: PC-3. Synergy scores: CSS=8.69, Synergy_ZIP=-5.07, Synergy_Bliss=-1.30, Synergy_Loewe=-5.78, Synergy_HSA=-1.70. (3) Drug 1: C1C(C(OC1N2C=C(C(=O)NC2=O)F)CO)O. Drug 2: C1CNP(=O)(OC1)N(CCCl)CCCl. Cell line: HOP-92. Synergy scores: CSS=20.5, Synergy_ZIP=-2.63, Synergy_Bliss=-3.51, Synergy_Loewe=-29.0, Synergy_HSA=-5.21. (4) Drug 1: C1=NC(=NC(=O)N1C2C(C(C(O2)CO)O)O)N. Drug 2: CC12CCC3C(C1CCC2OP(=O)(O)O)CCC4=C3C=CC(=C4)OC(=O)N(CCCl)CCCl.[Na+]. Cell line: SK-OV-3. Synergy scores: CSS=4.88, Synergy_ZIP=-0.166, Synergy_Bliss=1.80, Synergy_Loewe=-1.88, Synergy_HSA=-1.48. (5) Drug 1: C1=CC(=C2C(=C1NCCNCCO)C(=O)C3=C(C=CC(=C3C2=O)O)O)NCCNCCO. Drug 2: CC(C)(C#N)C1=CC(=CC(=C1)CN2C=NC=N2)C(C)(C)C#N. Cell line: KM12. Synergy scores: CSS=16.2, Synergy_ZIP=-7.87, Synergy_Bliss=-7.90, Synergy_Loewe=-9.38, Synergy_HSA=-4.74. (6) Drug 1: CN1C(=O)N2C=NC(=C2N=N1)C(=O)N. Drug 2: CC1C(C(CC(O1)OC2CC(CC3=C2C(=C4C(=C3O)C(=O)C5=CC=CC=C5C4=O)O)(C(=O)C)O)N)O. Cell line: HOP-92. Synergy scores: CSS=51.4, Synergy_ZIP=-3.53, Synergy_Bliss=-3.51, Synergy_Loewe=-3.88, Synergy_HSA=5.15. (7) Drug 1: CC1C(C(CC(O1)OC2CC(CC3=C2C(=C4C(=C3O)C(=O)C5=C(C4=O)C(=CC=C5)OC)O)(C(=O)C)O)N)O.Cl. Drug 2: CC12CCC3C(C1CCC2O)C(CC4=C3C=CC(=C4)O)CCCCCCCCCS(=O)CCCC(C(F)(F)F)(F)F. Cell line: MDA-MB-231. Synergy scores: CSS=15.0, Synergy_ZIP=0.658, Synergy_Bliss=4.85, Synergy_Loewe=-1.11, Synergy_HSA=4.72.